The task is: Predict which catalyst facilitates the given reaction.. This data is from Catalyst prediction with 721,799 reactions and 888 catalyst types from USPTO. (1) Reactant: Br[C:2]1[CH:3]=[C:4]([NH2:9])[C:5]([Cl:8])=[N:6][CH:7]=1.[B:10]1([B:10]2[O:14][C:13]([CH3:16])([CH3:15])[C:12]([CH3:18])([CH3:17])[O:11]2)[O:14][C:13]([CH3:16])([CH3:15])[C:12]([CH3:18])([CH3:17])[O:11]1.C([O-])(=O)C.[K+]. Product: [Cl:8][C:5]1[C:4]([NH2:9])=[CH:3][C:2]([B:10]2[O:14][C:13]([CH3:16])([CH3:15])[C:12]([CH3:18])([CH3:17])[O:11]2)=[CH:7][N:6]=1. The catalyst class is: 155. (2) Reactant: Cl[C:2]1[CH:7]=[C:6]([CH3:8])[N:5]=[C:4]([NH2:9])[CH:3]=1.[NH:10]1[CH:14]=[CH:13][N:12]=[N:11]1.CCN(C(C)C)C(C)C. Product: [CH3:8][C:6]1[N:5]=[C:4]([NH2:9])[CH:3]=[C:2]([N:10]2[CH:14]=[CH:13][N:12]=[N:11]2)[CH:7]=1. The catalyst class is: 2. (3) Product: [OH:1][C:2]1[CH:3]=[CH:4][C:5]([C:8]2[CH:13]=[CH:12][CH:11]=[C:10]([C:14]3[CH:19]=[CH:18][C:17]([OH:20])=[CH:16][CH:15]=3)[CH:9]=2)=[CH:6][CH:7]=1. The catalyst class is: 719. Reactant: [OH:1][C:2]1[CH:7]=[CH:6][C:5]([C:8]2[CH2:13][CH2:12][CH2:11][CH:10]([C:14]3[CH:19]=[CH:18][C:17]([OH:20])=[CH:16][CH:15]=3)[CH:9]=2)=[CH:4][CH:3]=1.OC1C=CC(C2CC(C3C=CC(O)=CC=3)CCC=2)=CC=1.CC(C1C=CC=CC=1)=C. (4) Reactant: C1N=CN(C(N2C=NC=C2)=O)C=1.[F:13][C:14]1[C:15]([N+:24]([O-:26])=[O:25])=[C:16]([CH2:20][C:21]([OH:23])=O)[CH:17]=[CH:18][CH:19]=1.[NH2:27][CH:28]1[CH2:33][CH2:32][N:31]([CH2:34][C:35]2[CH:40]=[CH:39][CH:38]=[CH:37][CH:36]=2)[CH2:30][CH2:29]1. Product: [CH2:34]([N:31]1[CH2:32][CH2:33][CH:28]([NH:27][C:21](=[O:23])[CH2:20][C:16]2[CH:17]=[CH:18][CH:19]=[C:14]([F:13])[C:15]=2[N+:24]([O-:26])=[O:25])[CH2:29][CH2:30]1)[C:35]1[CH:36]=[CH:37][CH:38]=[CH:39][CH:40]=1. The catalyst class is: 49. (5) Reactant: [NH2:1][C:2]1[CH:9]=[CH:8][C:5]([C:6]#[N:7])=[CH:4][C:3]=1[NH:10][CH:11]1[CH2:16][CH2:15][N:14]([C@H:17]2[CH2:22][CH2:21][C@H:20]([O:23][CH2:24][CH3:25])[CH2:19][CH2:18]2)[CH2:13][CH2:12]1.C(N(C(C)C)CC)(C)C.[Cl:35][C:36](Cl)([O:38]C(=O)OC(Cl)(Cl)Cl)Cl.C([O-])([O-])=O.[Na+].[Na+]. Product: [ClH:35].[CH2:24]([O:23][C@H:20]1[CH2:21][CH2:22][C@H:17]([N:14]2[CH2:13][CH2:12][CH:11]([N:10]3[C:3]4[CH:4]=[C:5]([C:6]#[N:7])[CH:8]=[CH:9][C:2]=4[NH:1][C:36]3=[O:38])[CH2:16][CH2:15]2)[CH2:18][CH2:19]1)[CH3:25]. The catalyst class is: 4. (6) Reactant: [C:1]([O:5][C:6]([N:8]1[CH2:13][CH2:12][N:11]([C:14]([N:16]2[CH:20]=[CH:19][N:18]=[CH:17]2)=[O:15])[CH2:10][CH2:9]1)=[O:7])([CH3:4])([CH3:3])[CH3:2].[I:21][CH3:22]. Product: [CH3:22][I:21].[C:1]([O:5][C:6]([N:8]1[CH2:9][CH2:10][N:11]([C:14]([N:16]2[CH:20]=[CH:19][N:18]=[CH:17]2)=[O:15])[CH2:12][CH2:13]1)=[O:7])([CH3:4])([CH3:2])[CH3:3]. The catalyst class is: 10. (7) Reactant: Cl[C:2]1[N:7]=[C:6]([C:8]2[CH:13]=[CH:12][C:11]([N+:14]([O-:16])=[O:15])=[CH:10][CH:9]=2)[N:5]=[C:4]([NH:17][CH:18]2[CH2:23][CH2:22][O:21][CH2:20][CH2:19]2)[CH:3]=1.ClC1N=C([N:31]2[CH:36]3[CH2:37][CH2:38][CH:32]2[CH2:33][O:34][CH2:35]3)C(Cl)=C([N:31]2[CH:36]3[CH2:37][CH2:38][CH:32]2[CH2:33][O:34][CH2:35]3)N=1.Cl.C12NC(CC1)COC2.C(=O)([O-])[O-].[K+].[K+].CCN(C(C)C)C(C)C. Product: [CH:32]12[N:31]([C:2]3[N:7]=[C:6]([C:8]4[CH:13]=[CH:12][C:11]([N+:14]([O-:16])=[O:15])=[CH:10][CH:9]=4)[N:5]=[C:4]([NH:17][CH:18]4[CH2:23][CH2:22][O:21][CH2:20][CH2:19]4)[CH:3]=3)[CH:36]([CH2:37][CH2:38]1)[CH2:35][O:34][CH2:33]2. The catalyst class is: 346.